This data is from Forward reaction prediction with 1.9M reactions from USPTO patents (1976-2016). The task is: Predict the product of the given reaction. (1) Given the reactants [CH3:1][S:2]([NH:5][C:6]1[CH:14]=[CH:13][CH:12]=[C:11]2[C:7]=1[C:8](=[O:24])[N:9]([CH2:16][C:17]([O:19][C:20]([CH3:23])([CH3:22])[CH3:21])=[O:18])[C:10]2=[O:15])(=[O:4])=[O:3].Cl.Cl[CH2:27][CH2:28][N:29]1[CH2:34][CH2:33][O:32][CH2:31][CH2:30]1.C([O-])([O-])=O.[K+].[K+], predict the reaction product. The product is: [O:32]1[CH2:33][CH2:34][N:29]([CH2:28][CH2:27][N:5]([C:6]2[CH:14]=[CH:13][CH:12]=[C:11]3[C:7]=2[C:8](=[O:24])[N:9]([CH2:16][C:17]([O:19][C:20]([CH3:21])([CH3:23])[CH3:22])=[O:18])[C:10]3=[O:15])[S:2]([CH3:1])(=[O:3])=[O:4])[CH2:30][CH2:31]1. (2) Given the reactants [C:1]([OH:10])(=[O:9])[C:2]1[C:3](=[CH:5][CH:6]=[CH:7][CH:8]=1)[OH:4].O[C:12]1[CH:17]=[CH:16][C:15]([C:18]2[S:22][S:21][C:20](=[S:23])[CH:19]=2)=[CH:14][CH:13]=1.C1(N=C=NC2CCCCC2)CCCCC1, predict the reaction product. The product is: [S:23]=[C:20]1[S:21][S:22][C:18]([C:15]2[CH:14]=[CH:13][C:12]([O:9][C:1](=[O:10])[C:2]3[CH:8]=[CH:7][CH:6]=[CH:5][C:3]=3[OH:4])=[CH:17][CH:16]=2)=[CH:19]1.